This data is from Reaction yield outcomes from USPTO patents with 853,638 reactions. The task is: Predict the reaction yield, written as a fraction of the theoretical maximum amount of product (1.0 means a 100% yield; for example, 0.34 means a 34% yield). (1) The reactants are [Cl:1][CH2:2][C:3](=[O:9])[CH2:4][C:5]([O:7][CH3:8])=[O:6].[CH2:10](O)[CH:11](C)[CH3:12]. The catalyst is CN(C)C1C=CN=CC=1.C1(C)C=CC=CC=1. The product is [Cl:1][CH2:2][C:3](=[O:9])[CH2:4][C:5]([O:7][CH2:8][CH:11]([CH3:12])[CH3:10])=[O:6]. The yield is 0.640. (2) The reactants are Cl.CN(C)[CH2:4][CH2:5][CH2:6][N:7]=C=NCC.[OH2:13].ON1[C:19]2[CH:20]=[CH:21][CH:22]=[CH:23][C:18]=2N=N1. The catalyst is N1C=CC=CC=1. The product is [CH:18]1[CH:23]=[CH:22][C:21](/[CH:4]=[CH:5]/[C:6]([NH2:7])=[O:13])=[CH:20][CH:19]=1. The yield is 0.510. (3) The yield is 0.750. The catalyst is CN(C=O)C. The product is [CH2:1]([NH:3][C:4]1[CH:9]=[C:8]([N:14]2[CH2:19][CH2:18][NH:17][CH2:16][CH2:15]2)[CH:7]=[CH:6][C:5]=1[N+:11]([O-:13])=[O:12])[CH3:2]. The reactants are [CH2:1]([NH:3][C:4]1[CH:9]=[C:8](F)[CH:7]=[CH:6][C:5]=1[N+:11]([O-:13])=[O:12])[CH3:2].[NH:14]1[CH2:19][CH2:18][NH:17][CH2:16][CH2:15]1.C([O-])([O-])=O.[K+].[K+]. (4) The reactants are [Br:1][C:2]1[CH:3]=[C:4]2[C:8](=[CH:9][C:10]=1[S:11]([N:14]1[CH2:18][CH2:17][CH2:16][CH2:15]1)(=[O:13])=[O:12])[N:7](C(=O)C)[CH2:6][CH2:5]2.Cl.C(=O)([O-])O.[Na+]. The catalyst is O1CCOCC1. The product is [Br:1][C:2]1[CH:3]=[C:4]2[C:8](=[CH:9][C:10]=1[S:11]([N:14]1[CH2:18][CH2:17][CH2:16][CH2:15]1)(=[O:12])=[O:13])[NH:7][CH2:6][CH2:5]2. The yield is 0.720.